Dataset: Forward reaction prediction with 1.9M reactions from USPTO patents (1976-2016). Task: Predict the product of the given reaction. (1) The product is: [NH2:1][C:2]1[C:10]2[C:5](=[N:6][C:7]([CH3:15])=[CH:8][C:9]=2[C:11]([F:12])([F:13])[F:14])[S:4][C:3]=1[C:16]([NH:61][CH2:60][CH2:59][CH2:58][C:52]1[CH:57]=[CH:56][CH:55]=[CH:54][CH:53]=1)=[O:18]. Given the reactants [NH2:1][C:2]1[C:10]2[C:5](=[N:6][C:7]([CH3:15])=[CH:8][C:9]=2[C:11]([F:14])([F:13])[F:12])[S:4][C:3]=1[C:16]([OH:18])=O.CN(C(ON1N=NC2C=CC=NC1=2)=[N+](C)C)C.F[P-](F)(F)(F)(F)F.CCN(C(C)C)C(C)C.[C:52]1([CH2:58][CH2:59][CH2:60][NH2:61])[CH:57]=[CH:56][CH:55]=[CH:54][CH:53]=1, predict the reaction product. (2) Given the reactants COCCO[AlH2-]OCCOC.[Na+].[CH:13]1([NH:16][C:17]2[C:22]([C:23](N(OC)C)=[O:24])=[CH:21][N:20]=[C:19]3[N:29]([CH2:32][CH3:33])[N:30]=[CH:31][C:18]=23)[CH2:15][CH2:14]1.C(O)(=O)CC(CC(O)=O)(C(O)=O)O, predict the reaction product. The product is: [CH:13]1([NH:16][C:17]2[C:22]([CH:23]=[O:24])=[CH:21][N:20]=[C:19]3[N:29]([CH2:32][CH3:33])[N:30]=[CH:31][C:18]=23)[CH2:14][CH2:15]1. (3) Given the reactants [F:1][C:2]1[CH:3]=[C:4]([NH:9][C:10]([C:12]2[C:13]([CH3:26])=[N:14][S:15][C:16]=2[NH:17][C:18]2[CH:23]=[N:22][C:21]([CH:24]=[CH2:25])=[CH:20][N:19]=2)=[O:11])[CH:5]=[CH:6][C:7]=1[F:8], predict the reaction product. The product is: [F:1][C:2]1[CH:3]=[C:4]([NH:9][C:10]([C:12]2[C:13]([CH3:26])=[N:14][S:15][C:16]=2[NH:17][C:18]2[CH:23]=[N:22][C:21]([CH2:24][CH3:25])=[CH:20][N:19]=2)=[O:11])[CH:5]=[CH:6][C:7]=1[F:8]. (4) Given the reactants CC([O:4][CH2:5][C@H:6]1[O:11][C@H:10]([O:12][C@:13]2([CH2:22][Cl:23])[O:17][C@H:16]([CH2:18][Cl:19])[C@@H:15]([OH:20])[C@@H:14]2[OH:21])[C@H:9]([OH:24])[C@@H:8]([OH:25])[C@H:7]1[Cl:26])=O.[OH-].[K+], predict the reaction product. The product is: [CH2:5]([OH:4])[C@@H:6]1[O:11][C@H:10]([O:12][C@:13]2([CH2:22][Cl:23])[O:17][C@H:16]([CH2:18][Cl:19])[C@@H:15]([OH:20])[C@@H:14]2[OH:21])[C@@H:9]([OH:24])[C@@H:8]([OH:25])[C@H:7]1[Cl:26]. (5) Given the reactants I[C:2]1[C:10]2[C:9]([N:11]([CH3:13])[CH3:12])=[N:8][CH:7]=[N:6][C:5]=2[N:4]([CH2:14][O:15][CH2:16][CH2:17][Si:18]([CH3:21])([CH3:20])[CH3:19])[CH:3]=1.[OH:22][CH2:23][C:24]1[CH:25]=[C:26](B(O)O)[CH:27]=[CH:28][CH:29]=1.C(=O)([O-])[O-].[Cs+].[Cs+], predict the reaction product. The product is: [CH3:12][N:11]([CH3:13])[C:9]1[C:10]2[C:2]([C:28]3[CH:29]=[C:24]([CH2:23][OH:22])[CH:25]=[CH:26][CH:27]=3)=[CH:3][N:4]([CH2:14][O:15][CH2:16][CH2:17][Si:18]([CH3:21])([CH3:20])[CH3:19])[C:5]=2[N:6]=[CH:7][N:8]=1. (6) Given the reactants [F:1][C:2]1[C:7]([F:8])=[CH:6][CH:5]=[CH:4][C:3]=1B(O)O.[OH2:12], predict the reaction product. The product is: [F:1][C:2]1[C:7]([F:8])=[CH:6][CH:5]=[CH:4][C:3]=1[OH:12]. (7) Given the reactants [CH2:1]([O:8][C@@H:9]1[CH2:13][C@H:12]([OH:14])[C@@H:11]([C:15]2[N:19]([CH3:20])[N:18]=[CH:17][CH:16]=2)[CH2:10]1)[C:2]1[CH:7]=[CH:6][CH:5]=[CH:4][CH:3]=1.C(N(C(C)C)CC)(C)C.[CH3:30][O:31][CH2:32]Cl.O, predict the reaction product. The product is: [CH2:1]([O:8][C@H:9]1[CH2:10][C@H:11]([C:15]2[N:19]([CH3:20])[N:18]=[CH:17][CH:16]=2)[C@@H:12]([O:14][CH2:30][O:31][CH3:32])[CH2:13]1)[C:2]1[CH:3]=[CH:4][CH:5]=[CH:6][CH:7]=1.